From a dataset of Reaction yield outcomes from USPTO patents with 853,638 reactions. Predict the reaction yield, written as a fraction of the theoretical maximum amount of product (1.0 means a 100% yield; for example, 0.34 means a 34% yield). The reactants are C(Cl)Cl.[F-].[Cs+].[N:6]1[C:15]2[C:10](=[CH:11][CH:12]=[CH:13][CH:14]=2)[C:9](B(O)O)=[CH:8][CH:7]=1.Br[C:20]1[C:21]([CH:42]2[CH2:44][CH2:43]2)=[N:22][C:23]([N:28]2[CH2:33][CH2:32][N:31]([C:34]([CH:36]3[CH2:38][CH2:37]3)=[O:35])[C@H:30]([CH:39]3[CH2:41][CH2:40]3)[CH2:29]2)=[C:24]([CH:27]=1)[C:25]#[N:26].O1CCO[CH2:47][CH2:46]1. The catalyst is C1C=CC(P(C2C=CC=CC=2)[C-]2C=CC=C2)=CC=1.C1C=CC(P(C2C=CC=CC=2)[C-]2C=CC=C2)=CC=1.Cl[Pd]Cl.[Fe+2].O. The product is [CH:36]1([C:34]([N:31]2[CH2:32][CH2:33][N:28]([C:23]3[N:22]=[C:21]([CH:42]4[CH2:44][CH2:43]4)[C:20]([C:9]4[C:10]5[C:15](=[CH:14][CH:13]=[CH:12][CH:11]=5)[N:6]=[C:7]([CH:46]=[CH2:47])[CH:8]=4)=[CH:27][C:24]=3[C:25]#[N:26])[CH2:29][C@H:30]2[CH:39]2[CH2:41][CH2:40]2)=[O:35])[CH2:38][CH2:37]1. The yield is 0.320.